Dataset: Peptide-MHC class I binding affinity with 185,985 pairs from IEDB/IMGT. Task: Regression. Given a peptide amino acid sequence and an MHC pseudo amino acid sequence, predict their binding affinity value. This is MHC class I binding data. The MHC is HLA-B57:01 with pseudo-sequence HLA-B57:01. The binding affinity (normalized) is 0.0847. The peptide sequence is RFRCVGPAP.